Dataset: Catalyst prediction with 721,799 reactions and 888 catalyst types from USPTO. Task: Predict which catalyst facilitates the given reaction. (1) Reactant: CC1(C)C2C(=C(P(C3C=CC=CC=3)C3C=CC=CC=3)C=CC=2)OC2C(P(C3C=CC=CC=3)C3C=CC=CC=3)=CC=CC1=2.CC1(C)C(C)(C)OB([C:51]2[CH:65]=[CH:64][CH:63]=[CH:62][C:52]=2[CH2:53][NH:54][C:55](=[O:61])[O:56][C:57]([CH3:60])([CH3:59])[CH3:58])O1.[I:67][C:68]1[O:69][CH:70]=[C:71](I)[N:72]=1.P([O-])([O-])([O-])=O.[K+].[K+].[K+]. Product: [I:67][C:68]1[O:69][CH:70]=[C:71]([C:51]2[CH:65]=[CH:64][CH:63]=[CH:62][C:52]=2[CH2:53][NH:54][C:55](=[O:61])[O:56][C:57]([CH3:58])([CH3:59])[CH3:60])[N:72]=1. The catalyst class is: 167. (2) Reactant: [CH3:1][C:2]1([CH3:9])[O:6][C@@H:5]([CH:7]=O)[CH2:4][O:3]1.S([O-])([O-])(=O)=O.[Na+].[Na+].[CH2:17]([NH:24][OH:25])[C:18]1[CH:23]=[CH:22][CH:21]=[CH:20][CH:19]=1. Product: [CH3:9][C:2]1([CH3:1])[O:6][C@@H:5](/[CH:7]=[N+:24](\[O-:25])/[CH2:17][C:18]2[CH:23]=[CH:22][CH:21]=[CH:20][CH:19]=2)[CH2:4][O:3]1. The catalyst class is: 2.